From a dataset of Forward reaction prediction with 1.9M reactions from USPTO patents (1976-2016). Predict the product of the given reaction. Given the reactants C(OCCI)C1C=CC=CC=1.[CH2:12]([O:19][CH2:20][CH2:21][O:22][CH2:23][C:24]1[CH:29]=[CH:28][C:27]([CH:30]2[CH:35]([CH2:36][O:37]C(C3C=CC=CC=3)(C3C=CC=CC=3)C3C=CC=CC=3)[CH2:34][N:33]([C:57]([O:59][C:60]([CH3:63])([CH3:62])[CH3:61])=[O:58])[CH2:32][CH:31]2[O:64][CH2:65][C:66]2[CH:75]=[CH:74][C:73]3[C:68](=[CH:69][CH:70]=[CH:71][CH:72]=3)[CH:67]=2)=[CH:26][CH:25]=1)[C:13]1[CH:18]=[CH:17][CH:16]=[CH:15][CH:14]=1.FC(F)(F)C(O)=O.FC(F)(F)C(OC(=O)C(F)(F)F)=O, predict the reaction product. The product is: [CH2:12]([O:19][CH2:20][CH2:21][O:22][CH2:23][C:24]1[CH:25]=[CH:26][C:27]([CH:30]2[CH:31]([O:64][CH2:65][C:66]3[CH:75]=[CH:74][C:73]4[C:68](=[CH:69][CH:70]=[CH:71][CH:72]=4)[CH:67]=3)[CH2:32][N:33]([C:57]([O:59][C:60]([CH3:61])([CH3:62])[CH3:63])=[O:58])[CH2:34][CH:35]2[CH2:36][OH:37])=[CH:28][CH:29]=1)[C:13]1[CH:14]=[CH:15][CH:16]=[CH:17][CH:18]=1.